This data is from Catalyst prediction with 721,799 reactions and 888 catalyst types from USPTO. The task is: Predict which catalyst facilitates the given reaction. Reactant: Cl.[NH2:2][C@@H:3]([CH2:8][C:9]1[CH:14]=[CH:13][C:12]([C:15]2[CH:20]=[CH:19][CH:18]=[CH:17][CH:16]=2)=[CH:11][CH:10]=1)[C:4]([O:6][CH3:7])=[O:5].[CH:21]([O:24][C:25]1[C:26](=O)[C:27](=[O:33])[C:28]=1[O:29]C(C)C)([CH3:23])[CH3:22].CCN(C(C)C)C(C)C. Product: [C:12]1([C:15]2[CH:20]=[CH:19][CH:18]=[CH:17][CH:16]=2)[CH:13]=[CH:14][C:9]([CH2:8][C@H:3]([NH:2][C:26]2[C:27](=[O:33])[C:28](=[O:29])[C:25]=2[O:24][CH:21]([CH3:23])[CH3:22])[C:4]([O:6][CH3:7])=[O:5])=[CH:10][CH:11]=1. The catalyst class is: 5.